From a dataset of Full USPTO retrosynthesis dataset with 1.9M reactions from patents (1976-2016). Predict the reactants needed to synthesize the given product. (1) Given the product [ClH:32].[Cl:32][C:27]1[CH:26]=[C:25]([C@H:21]2[O:22][CH2:23][CH2:24][NH:19][CH2:20]2)[CH:30]=[CH:29][C:28]=1[NH:31][C:9](=[O:11])[C:6]1[CH:5]=[CH:4][C:3]([C:1]#[N:2])=[N:8][CH:7]=1, predict the reactants needed to synthesize it. The reactants are: [C:1]([C:3]1[N:8]=[CH:7][C:6]([C:9]([OH:11])=O)=[CH:5][CH:4]=1)#[N:2].C(OC([N:19]1[CH2:24][CH2:23][O:22][C@H:21]([C:25]2[CH:30]=[CH:29][C:28]([NH2:31])=[C:27]([Cl:32])[CH:26]=2)[CH2:20]1)=O)(C)(C)C. (2) Given the product [Br:29][C:27]1[CH:28]=[C:21]2[C:22]([CH:23]=[C:5]([N:6]3[C:7](=[O:16])[C:8]4[C:13](=[CH:12][CH:11]=[CH:10][CH:9]=4)[C:14]3=[O:15])[CH:4]=[N:20]2)=[CH:25][CH:26]=1, predict the reactants needed to synthesize it. The reactants are: C(O[CH:4](OCC)[CH2:5][N:6]1[C:14](=[O:15])[C:13]2[C:8](=[CH:9][CH:10]=[CH:11][CH:12]=2)[C:7]1=[O:16])C.[NH2:20][C:21]1[CH:28]=[C:27]([Br:29])[CH:26]=[CH:25][C:22]=1[CH:23]=O.O.C1(C)C=CC(S(O)(=O)=O)=CC=1. (3) Given the product [C:1]([C:3]1([C:9]2[CH:10]=[C:11]([CH:16]=[CH:17][CH:18]=2)[C:12]([OH:14])=[O:13])[CH2:8][CH2:7][CH2:6][CH2:5][CH2:4]1)#[N:2], predict the reactants needed to synthesize it. The reactants are: [C:1]([C:3]1([C:9]2[CH:10]=[C:11]([CH:16]=[CH:17][CH:18]=2)[C:12]([O:14]C)=[O:13])[CH2:8][CH2:7][CH2:6][CH2:5][CH2:4]1)#[N:2].O.[OH-].[Li+].O1CCCC1.CO. (4) Given the product [Cl:21][C:22]1[CH:23]=[CH:24][C:25]([C:26]#[N:27])=[C:28]([CH:29]=1)[O:1][CH:2]([CH2:14][C:15]1[CH:16]=[CH:17][CH:18]=[CH:19][CH:20]=1)[CH2:3][CH2:4][N:5]([CH3:13])[C:6](=[O:12])[O:7][C:8]([CH3:11])([CH3:10])[CH3:9], predict the reactants needed to synthesize it. The reactants are: [OH:1][CH:2]([CH2:14][C:15]1[CH:20]=[CH:19][CH:18]=[CH:17][CH:16]=1)[CH2:3][CH2:4][N:5]([CH3:13])[C:6](=[O:12])[O:7][C:8]([CH3:11])([CH3:10])[CH3:9].[Cl:21][C:22]1[CH:29]=[CH:28][C:25]([C:26]#[N:27])=[C:24](F)[CH:23]=1. (5) The reactants are: Cl[C:2]1[N:6]([C:7]2[CH:12]=[CH:11][C:10]([Cl:13])=[CH:9][CH:8]=2)[N:5]=[CH:4][C:3]=1[C:14]([O:16][CH2:17][CH3:18])=[O:15].[C-:19]#[N:20].[K+].C1OCCOCCOCCOCCOCCOC1. Given the product [CH2:17]([O:16][C:14]([C:3]1[CH:4]=[N:5][N:6]([C:7]2[CH:12]=[CH:11][C:10]([Cl:13])=[CH:9][CH:8]=2)[C:2]=1[C:19]#[N:20])=[O:15])[CH3:18], predict the reactants needed to synthesize it. (6) Given the product [C:6]([C:20]1[CH:25]=[CH:24][N:23]([CH3:26])[C:22](=[O:27])[CH:21]=1)(=[O:8])[CH3:7], predict the reactants needed to synthesize it. The reactants are: C([Sn](CCCC)(CCCC)[C:6]([O:8]CC)=[CH2:7])CCC.Br[C:20]1[CH:25]=[CH:24][N:23]([CH3:26])[C:22](=[O:27])[CH:21]=1.Cl. (7) The reactants are: [Cl:1][CH2:2][CH2:3][O:4][C:5]1[CH:10]=[CH:9][CH:8]=[CH:7][C:6]=1[C:11]([NH:14][C:15]1[C:16](=[O:32])[N:17]([C:21]2[CH:22]=[C:23]([CH:27]=[C:28]([F:31])[C:29]=2[CH3:30])[C:24]([OH:26])=O)[CH:18]=[CH:19][N:20]=1)([CH3:13])[CH3:12].F[B-](F)(F)F.[N:38]1([O:47][C:48](N(C)C)=[N+](C)C)C2C=CC=CC=2N=N1.C(N(CC)C(C)C)(C)C.Cl.CON. Given the product [Cl:1][CH2:2][CH2:3][O:4][C:5]1[CH:10]=[CH:9][CH:8]=[CH:7][C:6]=1[C:11]([NH:14][C:15]1[C:16](=[O:32])[N:17]([C:21]2[CH:22]=[C:23]([CH:27]=[C:28]([F:31])[C:29]=2[CH3:30])[C:24]([NH:38][O:47][CH3:48])=[O:26])[CH:18]=[CH:19][N:20]=1)([CH3:12])[CH3:13], predict the reactants needed to synthesize it.